Dataset: NCI-60 drug combinations with 297,098 pairs across 59 cell lines. Task: Regression. Given two drug SMILES strings and cell line genomic features, predict the synergy score measuring deviation from expected non-interaction effect. Drug 1: CC(C1=C(C=CC(=C1Cl)F)Cl)OC2=C(N=CC(=C2)C3=CN(N=C3)C4CCNCC4)N. Drug 2: C1CCC(CC1)NC(=O)N(CCCl)N=O. Cell line: CAKI-1. Synergy scores: CSS=44.0, Synergy_ZIP=-2.50, Synergy_Bliss=1.08, Synergy_Loewe=5.47, Synergy_HSA=5.28.